This data is from Full USPTO retrosynthesis dataset with 1.9M reactions from patents (1976-2016). The task is: Predict the reactants needed to synthesize the given product. Given the product [F:26][C:27]1[CH:28]=[CH:29][C:30]([CH2:33][CH2:34][C:35]([NH:1][C:2]2[CH:3]=[C:4]([C:8]3[C:16]4[C:11](=[CH:12][CH:13]=[C:14]([C:17]([NH2:19])=[O:18])[CH:15]=4)[NH:10][N:9]=3)[CH:5]=[CH:6][CH:7]=2)=[O:36])=[CH:31][CH:32]=1, predict the reactants needed to synthesize it. The reactants are: [NH2:1][C:2]1[CH:3]=[C:4]([C:8]2[C:16]3[C:11](=[CH:12][CH:13]=[C:14]([C:17]([NH2:19])=[O:18])[CH:15]=3)[N:10](C3CCCCO3)[N:9]=2)[CH:5]=[CH:6][CH:7]=1.[F:26][C:27]1[CH:32]=[CH:31][C:30]([CH2:33][CH2:34][C:35](O)=[O:36])=[CH:29][CH:28]=1.CCN=C=NCCCN(C)C.